This data is from Peptide-MHC class II binding affinity with 134,281 pairs from IEDB. The task is: Regression. Given a peptide amino acid sequence and an MHC pseudo amino acid sequence, predict their binding affinity value. This is MHC class II binding data. (1) The peptide sequence is IGECHMSESYIDR. The MHC is DRB1_0401 with pseudo-sequence DRB1_0401. The binding affinity (normalized) is 0.162. (2) The peptide sequence is RGKVVLIDFWAYSCI. The MHC is HLA-DQA10102-DQB10602 with pseudo-sequence HLA-DQA10102-DQB10602. The binding affinity (normalized) is 0.192. (3) The peptide sequence is SEFAYGSFVRTVSLP. The MHC is HLA-DPA10201-DPB10101 with pseudo-sequence HLA-DPA10201-DPB10101. The binding affinity (normalized) is 0.596. (4) The peptide sequence is SVYLSDNGVMSEQGS. The MHC is DRB1_0901 with pseudo-sequence DRB1_0901. The binding affinity (normalized) is 0.574. (5) The peptide sequence is EKKYFAATQFGPLAA. The MHC is DRB1_0701 with pseudo-sequence DRB1_0701. The binding affinity (normalized) is 0.827.